Dataset: Forward reaction prediction with 1.9M reactions from USPTO patents (1976-2016). Task: Predict the product of the given reaction. (1) Given the reactants [CH3:1][C:2]([CH3:16])([CH3:15])[C:3]#[C:4][C:5]1[C:6]([NH2:14])=[N:7][CH:8]=[C:9]([N+:11]([O-:13])=[O:12])[CH:10]=1.CCCC[N+](CCCC)(CCCC)CCCC.[F-], predict the reaction product. The product is: [C:2]([C:3]1[NH:14][C:6]2=[N:7][CH:8]=[C:9]([N+:11]([O-:13])=[O:12])[CH:10]=[C:5]2[CH:4]=1)([CH3:16])([CH3:15])[CH3:1]. (2) Given the reactants [CH3:1][O:2][C:3]1[N:8]=[C:7]2[NH:9][C:10](=[O:25])[N:11]([CH:12]3[CH2:17][CH2:16][N:15](C(OC(C)(C)C)=O)[CH2:14][CH2:13]3)[C:6]2=[CH:5][CH:4]=1.Cl, predict the reaction product. The product is: [CH3:1][O:2][C:3]1[N:8]=[C:7]2[NH:9][C:10](=[O:25])[N:11]([CH:12]3[CH2:17][CH2:16][NH:15][CH2:14][CH2:13]3)[C:6]2=[CH:5][CH:4]=1. (3) Given the reactants CN(C=O)C.[CH3:6][C@H:7]1[O:12][C@@H:11]([CH3:13])[CH2:10][NH:9][CH2:8]1.C([O-])([O-])=O.[Cs+].[Cs+].Cl[C:21]1[CH:26]=[CH:25][C:24]2=[N:27][C:28]([C:30]3[CH:31]=[CH:32][C:33]([C:43]([F:46])([F:45])[F:44])=[C:34]([NH:36][C:37](=[O:42])[C:38]([CH3:41])([CH3:40])[CH3:39])[CH:35]=3)=[CH:29][N:23]2[N:22]=1, predict the reaction product. The product is: [CH3:13][C@H:11]1[O:12][C@@H:7]([CH3:6])[CH2:8][N:9]([C:21]2[CH:26]=[CH:25][C:24]3=[N:27][C:28]([C:30]4[CH:31]=[CH:32][C:33]([C:43]([F:44])([F:45])[F:46])=[C:34]([NH:36][C:37](=[O:42])[C:38]([CH3:41])([CH3:40])[CH3:39])[CH:35]=4)=[CH:29][N:23]3[N:22]=2)[CH2:10]1. (4) Given the reactants [Br:1][C:2]1[CH:3]=[CH:4][C:5]2[CH:6]([CH:18]3[CH2:23][CH2:22][N:21](C(=O)C(F)(F)F)[CH2:20][CH2:19]3)[C:7]3[C:12]([O:13][C:14]=2[CH:15]=1)=[C:11]([O:16][CH3:17])[CH:10]=[CH:9][CH:8]=3.[OH-].[Na+].C(Cl)Cl, predict the reaction product. The product is: [Br:1][C:2]1[CH:3]=[CH:4][C:5]2[CH:6]([CH:18]3[CH2:19][CH2:20][NH:21][CH2:22][CH2:23]3)[C:7]3[C:12]([O:13][C:14]=2[CH:15]=1)=[C:11]([O:16][CH3:17])[CH:10]=[CH:9][CH:8]=3. (5) Given the reactants [F:1][C:2]1([F:33])[O:6][C:5]2[CH:7]=[CH:8][C:9]([C:11]3([C:14]([NH:16][C@H:17]4[CH2:22][CH2:21][O:20][C@@H:19]([C:23]5[CH:24]=[C:25]([CH:30]=[CH:31][CH:32]=5)[C:26](OC)=[O:27])[CH2:18]4)=[O:15])[CH2:13][CH2:12]3)=[CH:10][C:4]=2[O:3]1.[BH4-].[Na+], predict the reaction product. The product is: [F:33][C:2]1([F:1])[O:6][C:5]2[CH:7]=[CH:8][C:9]([C:11]3([C:14]([NH:16][C@H:17]4[CH2:22][CH2:21][O:20][C@@H:19]([C:23]5[CH:32]=[CH:31][CH:30]=[C:25]([CH2:26][OH:27])[CH:24]=5)[CH2:18]4)=[O:15])[CH2:13][CH2:12]3)=[CH:10][C:4]=2[O:3]1. (6) Given the reactants [CH3:1][O:2][C:3]([C@:5]1([F:20])[C@@H:10]2[C@H:6]1[C@@H:7]([OH:19])[CH2:8][C@H:9]2[O:11][Si:12]([C:15]([CH3:18])([CH3:17])[CH3:16])([CH3:14])[CH3:13])=[O:4].C(O)(=O)C.O.Cl[O-].[Na+], predict the reaction product. The product is: [Si:12]([O:11][C@@H:9]1[CH2:8][C:7](=[O:19])[C@@H:6]2[C@H:10]1[C@@:5]2([F:20])[C:3]([O:2][CH3:1])=[O:4])([C:15]([CH3:18])([CH3:17])[CH3:16])([CH3:14])[CH3:13]. (7) Given the reactants [Cl:1][C:2]1[CH:10]=[C:9]2[C:5]([CH:6]=[CH:7][NH:8]2)=[CH:4][C:3]=1B1OCC(C)(C)CO1.[C:19](=[O:22])([O-])[O-].[K+].[K+].Br[C:26]1[CH:31]=[CH:30][C:29]([CH:32]2[CH2:36][CH2:35][N:34]([CH3:37])[CH2:33]2)=[CH:28][CH:27]=1, predict the reaction product. The product is: [Cl:1][C:2]1[CH:10]=[C:9]2[C:5]([C:6]([CH:19]=[O:22])=[CH:7][NH:8]2)=[CH:4][C:3]=1[C:26]1[CH:27]=[CH:28][C:29]([CH:32]2[CH2:36][CH2:35][N:34]([CH3:37])[CH2:33]2)=[CH:30][CH:31]=1.